Predict the product of the given reaction. From a dataset of Forward reaction prediction with 1.9M reactions from USPTO patents (1976-2016). (1) Given the reactants [O:1]1[CH:5]=[CH:4][CH:3]=[C:2]1[CH2:6][CH2:7][C:8]([OH:10])=O.[S:11]1[C:15]2[CH:16]=[CH:17][CH:18]=[CH:19][C:14]=2[C:13]([CH:20]([NH2:22])[CH3:21])=[CH:12]1.Cl.C(N=C=NCCCN(C)C)C.ON1C2C=CC=CC=2N=N1, predict the reaction product. The product is: [S:11]1[C:15]2[CH:16]=[CH:17][CH:18]=[CH:19][C:14]=2[C:13]([CH:20]([NH:22][C:8](=[O:10])[CH2:7][CH2:6][C:2]2[O:1][CH:5]=[CH:4][CH:3]=2)[CH3:21])=[CH:12]1. (2) The product is: [CH2:30]([C:2]1[CH:3]=[C:4]2[C:9](=[CH:10][CH:11]=1)[O:8][C:7](=[O:12])[CH:6]=[C:5]2[NH:13][CH:14]1[CH2:15][CH2:16][N:17]([CH2:20][CH:21]=[CH:22][C:23]2[CH:24]=[CH:25][CH:26]=[CH:27][CH:28]=2)[CH2:18][CH2:19]1)[CH2:31][CH3:32]. Given the reactants Br[C:2]1[CH:3]=[C:4]2[C:9](=[CH:10][CH:11]=1)[O:8][C:7](=[O:12])[CH:6]=[C:5]2[NH:13][CH:14]1[CH2:19][CH2:18][N:17]([CH2:20][CH:21]=[CH:22][C:23]2[CH:28]=[CH:27][CH:26]=[CH:25][CH:24]=2)[CH2:16][CH2:15]1.[Br-].[CH2:30]([Zn+])[CH2:31][CH3:32], predict the reaction product. (3) The product is: [F:20][C:21]1[CH:22]=[C:23]([CH:27]=[C:28]([N:30]2[CH2:31][CH2:32][CH2:33][CH2:34][CH2:35]2)[CH:29]=1)[C:6]([NH:7][C:8]1[C:17]2[C:12](=[CH:13][CH:14]=[CH:15][CH:16]=2)[C:11]([O:18][CH2:37][CH2:38][CH2:39][N:40]2[CH2:44][CH2:43][CH2:42][C:41]2=[O:45])=[CH:10][CH:9]=1)=[O:19]. Given the reactants C(O[C:6](=[O:19])[NH:7][C:8]1[C:17]2[C:12](=[CH:13][CH:14]=[CH:15][CH:16]=2)[C:11]([OH:18])=[CH:10][CH:9]=1)(C)(C)C.[F:20][C:21]1[CH:22]=[C:23]([CH:27]=[C:28]([N:30]2[CH2:35][CH2:34][CH2:33][CH2:32][CH2:31]2)[CH:29]=1)C(O)=O.O[CH2:37][CH2:38][CH2:39][N:40]1[CH2:44][CH2:43][CH2:42][C:41]1=[O:45], predict the reaction product. (4) Given the reactants [CH:1]1([C:4]2[CH:5]=[C:6]([NH:10][C:11]3[O:12][CH2:13][C:14]4[CH:20]=[C:19]([NH2:21])[CH:18]=[CH:17][C:15]=4[N:16]=3)[CH:7]=[CH:8][CH:9]=2)[CH2:3][CH2:2]1.[CH3:22][N:23]1[CH2:28][CH2:27][N:26]([CH2:29][C:30](O)=[O:31])[CH2:25][CH2:24]1, predict the reaction product. The product is: [CH:1]1([C:4]2[CH:5]=[C:6]([NH:10][C:11]3[O:12][CH2:13][C:14]4[CH:20]=[C:19]([NH:21][C:30](=[O:31])[CH2:29][N:26]5[CH2:27][CH2:28][N:23]([CH3:22])[CH2:24][CH2:25]5)[CH:18]=[CH:17][C:15]=4[N:16]=3)[CH:7]=[CH:8][CH:9]=2)[CH2:3][CH2:2]1. (5) Given the reactants [OH:1][CH2:2][C:3]1[C:12]2[C:7](=[CH:8][CH:9]=[CH:10][CH:11]=2)[C:6](=[O:13])[NH:5][N:4]=1.C(N(CC)CC)C.C([O-])([O-])=O.[Na+].[Na+].CCOC(C)=O, predict the reaction product. The product is: [C:6]1(=[O:13])[C:7]2[C:12](=[CH:11][CH:10]=[CH:9][CH:8]=2)[C:3]([CH:2]=[O:1])=[N:4][NH:5]1. (6) Given the reactants [NH2:1][CH2:2][C:3]1[CH:4]=[C:5]2[C:9](=[CH:10][CH:11]=1)[C:8](=[O:12])[N:7]([CH:13]1[CH2:18][CH2:17][C:16](=[O:19])[NH:15][C:14]1=[O:20])[CH2:6]2.C(N(CC)CC)C.[N:28]1([C:34](Cl)=[O:35])[CH2:33][CH2:32][O:31][CH2:30][CH2:29]1, predict the reaction product. The product is: [O:20]=[C:14]1[CH:13]([N:7]2[CH2:6][C:5]3[C:9](=[CH:10][CH:11]=[C:3]([CH2:2][NH:1][C:34]([N:28]4[CH2:33][CH2:32][O:31][CH2:30][CH2:29]4)=[O:35])[CH:4]=3)[C:8]2=[O:12])[CH2:18][CH2:17][C:16](=[O:19])[NH:15]1. (7) Given the reactants [Cl:1][C:2]1[CH:7]=[CH:6][C:5]([CH:8]=[CH:9][N+:10]([O-])=O)=[CH:4][C:3]=1[F:13].[BH4-].[Li+].C[Si](Cl)(C)C.CO, predict the reaction product. The product is: [Cl:1][C:2]1[CH:7]=[CH:6][C:5]([CH2:8][CH2:9][NH2:10])=[CH:4][C:3]=1[F:13].